From a dataset of Forward reaction prediction with 1.9M reactions from USPTO patents (1976-2016). Predict the product of the given reaction. (1) Given the reactants [Br:1][C:2]1[CH:11]=[C:10]2[C:5]([CH:6]=[CH:7][N:8]=[C:9]2Cl)=[CH:4][CH:3]=1.[C:13](OCC)(=[O:16])[NH:14][NH2:15], predict the reaction product. The product is: [Br:1][C:2]1[CH:11]=[C:10]2[C:5]([CH:6]=[CH:7][N:8]3[C:13](=[O:16])[NH:14][N:15]=[C:9]32)=[CH:4][CH:3]=1. (2) The product is: [ClH:30].[ClH:54].[Cl:30][C:31]1[CH:36]=[C:35]([C:2]2[CH:3]=[C:4]3[C:9](=[CH:10][CH:11]=2)[N:8]=[CH:7][C:6]([C:12]([CH:14]2[CH2:15][CH2:16]2)=[O:13])=[C:5]3[NH:17][C@H:18]2[CH2:23][CH2:22][C@H:21]([CH2:24][N:25]3[CH2:29][CH2:28][CH2:27][CH2:26]3)[CH2:20][CH2:19]2)[CH:34]=[C:33]([F:46])[C:32]=1[OH:47]. Given the reactants Br[C:2]1[CH:3]=[C:4]2[C:9](=[CH:10][CH:11]=1)[N:8]=[CH:7][C:6]([C:12]([CH:14]1[CH2:16][CH2:15]1)=[O:13])=[C:5]2[NH:17][C@H:18]1[CH2:23][CH2:22][C@H:21]([CH2:24][N:25]2[CH2:29][CH2:28][CH2:27][CH2:26]2)[CH2:20][CH2:19]1.[Cl:30][C:31]1[CH:36]=[C:35](B2OC(C)(C)C(C)(C)O2)[CH:34]=[C:33]([F:46])[C:32]=1[OH:47].C([O-])([O-])=O.[Cs+].[Cs+].[ClH:54], predict the reaction product. (3) Given the reactants [C:1]12([CH2:6][C:7]([N:9]3[C@H:13]([CH:14]([CH3:16])[CH3:15])[CH2:12][O:11][C:10]3=[O:17])=[O:8])[CH2:5][CH:3]([CH2:4]1)[CH2:2]2.[Li+].[CH3:19]C([N-]C(C)C)C.IC, predict the reaction product. The product is: [C:1]12([C@@H:6]([CH3:19])[C:7]([N:9]3[C@H:13]([CH:14]([CH3:15])[CH3:16])[CH2:12][O:11][C:10]3=[O:17])=[O:8])[CH2:5][CH:3]([CH2:2]1)[CH2:4]2. (4) Given the reactants [CH3:1][O:2][C:3]1[CH:4]=[C:5]2[C:10](=[CH:11][C:12]=1[O:13][CH3:14])[N:9]=[CH:8][CH:7]=[C:6]2O.P(Cl)(Cl)([Cl:18])=O, predict the reaction product. The product is: [Cl:18][C:6]1[C:5]2[C:10](=[CH:11][C:12]([O:13][CH3:14])=[C:3]([O:2][CH3:1])[CH:4]=2)[N:9]=[CH:8][CH:7]=1.